Dataset: Peptide-MHC class II binding affinity with 134,281 pairs from IEDB. Task: Regression. Given a peptide amino acid sequence and an MHC pseudo amino acid sequence, predict their binding affinity value. This is MHC class II binding data. (1) The peptide sequence is DNSFVSAISQTEVKE. The MHC is HLA-DQA10501-DQB10303 with pseudo-sequence HLA-DQA10501-DQB10303. The binding affinity (normalized) is 0.516. (2) The peptide sequence is DASLPPRTWNGFLAP. The MHC is DRB1_0101 with pseudo-sequence DRB1_0101. The binding affinity (normalized) is 0.225.